This data is from Full USPTO retrosynthesis dataset with 1.9M reactions from patents (1976-2016). The task is: Predict the reactants needed to synthesize the given product. (1) The reactants are: [F:1][C:2]1[CH:7]=[CH:6][C:5]([CH:8]2[N:12]([S:13]([C:16]3[CH:21]=[CH:20][C:19]([CH3:22])=[CH:18][CH:17]=3)(=[O:15])=[O:14])[CH:11]([C:23]3[N:24]=[N:25][NH:26][N:27]=3)[CH2:10][CH2:9]2)=[CH:4][CH:3]=1.[C:28](=O)([O-])[O-].[K+].[K+].CI. Given the product [F:1][C:2]1[CH:3]=[CH:4][C:5]([CH:8]2[N:12]([S:13]([C:16]3[CH:21]=[CH:20][C:19]([CH3:22])=[CH:18][CH:17]=3)(=[O:15])=[O:14])[CH:11]([C:23]3[N:24]=[N:25][N:26]([CH3:28])[N:27]=3)[CH2:10][CH2:9]2)=[CH:6][CH:7]=1, predict the reactants needed to synthesize it. (2) Given the product [Br:1][C:2]1[CH:3]=[C:4]([CH2:20][C:21]([OH:24])=[O:22])[CH:5]=[C:6]([Br:19])[C:7]=1[O:8][C:9]1[N:10]=[N:11][C:12]([Cl:18])=[C:13]([CH:15]([CH3:17])[CH3:16])[CH:14]=1, predict the reactants needed to synthesize it. The reactants are: [Br:1][C:2]1[CH:3]=[C:4]([CH2:20][CH2:21][OH:22])[CH:5]=[C:6]([Br:19])[C:7]=1[O:8][C:9]1[N:10]=[N:11][C:12]([Cl:18])=[C:13]([CH:15]([CH3:17])[CH3:16])[CH:14]=1.Cl([O-])=[O:24].[Na+].Cl[O-].[Na+].S(=O)(O)[O-].[Na+]. (3) Given the product [C:1]([C:5]1[CH:10]=[CH:9][C:8]([C@H:11]2[CH2:16][C@H:15]([C:17]3[O:21][NH:20][C:19](=[O:22])[CH:18]=3)[CH2:14][CH2:13][NH:12]2)=[CH:7][CH:6]=1)([CH3:4])([CH3:2])[CH3:3], predict the reactants needed to synthesize it. The reactants are: [C:1]([C:5]1[CH:10]=[CH:9][C:8]([C@H:11]2[CH2:16][C@H:15]([C:17]3[O:21][NH:20][C:19](=[O:22])[CH:18]=3)[CH2:14][CH2:13][N:12]2C(OC)=O)=[CH:7][CH:6]=1)([CH3:4])([CH3:3])[CH3:2].Br. (4) Given the product [CH3:11][C:12]1[CH:22]=[C:15]2[C:16]([CH:20]=[O:21])=[CH:17][CH:18]=[CH:19][N:14]2[N:13]=1, predict the reactants needed to synthesize it. The reactants are: C(Cl)(=O)C(Cl)=O.CS(C)=O.[CH3:11][C:12]1[CH:22]=[C:15]2[C:16]([CH2:20][OH:21])=[CH:17][CH:18]=[CH:19][N:14]2[N:13]=1.C(N(CC)CC)C. (5) Given the product [C:29]([OH:36])(=[O:35])/[CH:30]=[CH:31]/[C:32]([OH:34])=[O:33].[Cl:1][C:2]1[CH:9]=[CH:8][C:5]([C:6]#[N:7])=[C:4]([O:10][C:11]2[CH:16]=[CH:15][CH:14]=[C:13]([CH2:17][NH:26][CH3:25])[C:12]=2[O:19][CH2:20][CH2:21][CH3:22])[CH:3]=1, predict the reactants needed to synthesize it. The reactants are: [Cl:1][C:2]1[CH:9]=[CH:8][C:5]([C:6]#[N:7])=[C:4]([O:10][C:11]2[CH:16]=[CH:15][CH:14]=[C:13]([CH:17]=O)[C:12]=2[O:19][CH2:20][CH2:21][CH3:22])[CH:3]=1.CN.[C:25]([BH3-])#[N:26].[Na+].[C:29]([OH:36])(=[O:35])/[CH:30]=[CH:31]/[C:32]([OH:34])=[O:33]. (6) Given the product [F:12][C:13]1[CH:14]=[C:15]([C:16]([C:4]2[O:3][C:2]([CH3:1])=[CH:6][CH:5]=2)([NH2:17])[CH2:30][C:31]2[CH:36]=[CH:35][CH:34]=[CH:33][CH:32]=2)[CH:18]=[C:19]([C:21]([F:22])([F:23])[F:24])[CH:20]=1, predict the reactants needed to synthesize it. The reactants are: [CH3:1][C:2]1[O:3][CH:4]=[CH:5][CH:6]=1.[Li]CCCC.[F:12][C:13]1[CH:14]=[C:15]([CH:18]=[C:19]([C:21]([F:24])([F:23])[F:22])[CH:20]=1)[C:16]#[N:17].C[Si](Cl)(C)C.[CH2:30]([Mg]Cl)[C:31]1[CH:36]=[CH:35][CH:34]=[CH:33][CH:32]=1.